Predict the product of the given reaction. From a dataset of Forward reaction prediction with 1.9M reactions from USPTO patents (1976-2016). (1) The product is: [Cl:9][C:6]1[N:5]=[C:4]([NH:10][CH2:18][C:17]2[CH:20]=[CH:21][CH:22]=[C:15]([N+:12]([O-:14])=[O:13])[CH:16]=2)[N:3]=[C:2]([NH2:25])[C:7]=1[NH2:8]. Given the reactants Cl[C:2]1[C:7]([NH2:8])=[C:6]([Cl:9])[N:5]=[C:4]([NH2:10])[N:3]=1.Cl.[N+:12]([C:15]1[CH:16]=[C:17]([CH:20]=[CH:21][CH:22]=1)[CH2:18]N)([O-:14])=[O:13].C([N:25](CC)CC)C, predict the reaction product. (2) Given the reactants Cl[C:2]1[C:11]2[C:6](=[C:7]([C:12]3[CH:17]=[CH:16][CH:15]=[CH:14][CH:13]=3)[CH:8]=[CH:9][CH:10]=2)[C:5]([Cl:18])=[N:4][N:3]=1.[CH3:19][C:20]1([CH3:40])[O:24][CH:23]([C:25]2[CH:26]=[N:27][CH:28]=[C:29](B3OC(C)(C)C(C)(C)O3)[CH:30]=2)[CH2:22][O:21]1.[O-]P([O-])([O-])=O.[K+].[K+].[K+].C(NS(C1C=NC=C(C2C3C(=C(C4C=CC=CC=4)C=CC=3)C(Cl)=NN=2)C=1)(=O)=O)(C)(C)C, predict the reaction product. The product is: [Cl:18][C:5]1[C:6]2[C:11](=[CH:10][CH:9]=[CH:8][C:7]=2[C:12]2[CH:17]=[CH:16][CH:15]=[CH:14][CH:13]=2)[C:2]([C:29]2[CH:28]=[N:27][CH:26]=[C:25]([CH:23]3[CH2:22][O:21][C:20]([CH3:40])([CH3:19])[O:24]3)[CH:30]=2)=[N:3][N:4]=1.